Dataset: Retrosynthesis with 50K atom-mapped reactions and 10 reaction types from USPTO. Task: Predict the reactants needed to synthesize the given product. (1) The reactants are: CCOc1cc(C(=O)O)ccc1Nc1ncc2c(n1)N(C1CCCC1)CC(F)(F)C(=O)N2C.CN1CCC(N)CC1. Given the product CCOc1cc(C(=O)NC2CCN(C)CC2)ccc1Nc1ncc2c(n1)N(C1CCCC1)CC(F)(F)C(=O)N2C, predict the reactants needed to synthesize it. (2) Given the product CCn1nc(C=O)c(=O)c2c(Cl)c(OCc3ccc(OC)cc3)c(OCc3ccc(OC)cc3)cc21, predict the reactants needed to synthesize it. The reactants are: CCn1nc(CO)c(=O)c2c(Cl)c(OCc3ccc(OC)cc3)c(OCc3ccc(OC)cc3)cc21. (3) Given the product COC(=O)C(=Cc1ccc(Cl)cc1Cl)C(C)=O, predict the reactants needed to synthesize it. The reactants are: COC(=O)CC(C)=O.O=Cc1ccc(Cl)cc1Cl.